Predict the reactants needed to synthesize the given product. From a dataset of Full USPTO retrosynthesis dataset with 1.9M reactions from patents (1976-2016). (1) Given the product [C:1]([O:4][C@H:5]1[C@@H:9]([O:10][C:11](=[O:13])[CH3:12])[C@H:8]([N:14]2[CH:22]=[N:21][C:20]3[C:15]2=[N:16][C:17]([C:24]#[N:25])=[N:18][C:19]=3[NH:40][CH2:39][CH:38]([C:34]2[CH:35]=[CH:36][CH:37]=[C:32]([CH3:31])[CH:33]=2)[C:41]2[CH:46]=[CH:45][CH:44]=[C:43]([CH3:47])[CH:42]=2)[O:7][C@@H:6]1[CH2:26][O:27][C:28](=[O:30])[CH3:29])(=[O:3])[CH3:2], predict the reactants needed to synthesize it. The reactants are: [C:1]([O:4][C@H:5]1[C@@H:9]([O:10][C:11](=[O:13])[CH3:12])[C@H:8]([N:14]2[CH:22]=[N:21][C:20]3[C:15]2=[N:16][C:17]([C:24]#[N:25])=[N:18][C:19]=3Cl)[O:7][C@@H:6]1[CH2:26][O:27][C:28](=[O:30])[CH3:29])(=[O:3])[CH3:2].[CH3:31][C:32]1[CH:33]=[C:34]([CH:38]([C:41]2[CH:46]=[CH:45][CH:44]=[C:43]([CH3:47])[CH:42]=2)[CH2:39][NH2:40])[CH:35]=[CH:36][CH:37]=1. (2) Given the product [C:30]([C:29]1[N:34]=[C:24]([CH:10]2[CH2:11][CH:12]([C:14]3[CH:15]=[CH:16][C:17]([C:20]([F:22])([F:23])[F:21])=[CH:18][CH:19]=3)[CH2:13][N:8]([C:6]([N:4]3[CH2:3][CH:2]([OH:1])[CH2:5]3)=[O:7])[CH2:9]2)[O:26][N:28]=1)([CH3:33])([CH3:32])[CH3:31], predict the reactants needed to synthesize it. The reactants are: [OH:1][CH:2]1[CH2:5][N:4]([C:6]([N:8]2[CH2:13][CH:12]([C:14]3[CH:19]=[CH:18][C:17]([C:20]([F:23])([F:22])[F:21])=[CH:16][CH:15]=3)[CH2:11][CH:10]([C:24]([OH:26])=O)[CH2:9]2)=[O:7])[CH2:3]1.O[NH:28][C:29](=[NH:34])[C:30]([CH3:33])([CH3:32])[CH3:31]. (3) Given the product [Cl:35][C:20]1[C:21]([NH:23][C@@H:24]2[CH2:29][CH2:28][CH2:27][CH2:26][C@H:25]2[NH:30][S:31]([CH3:34])(=[O:33])=[O:32])=[N:22][C:17]([NH:1][C:2]2[C:3]([O:14][CH3:15])=[CH:4][C:5]3[CH2:11][NH:10][CH2:9][C:8](=[O:12])[NH:7][C:6]=3[CH:13]=2)=[N:18][CH:19]=1, predict the reactants needed to synthesize it. The reactants are: [NH2:1][C:2]1[C:3]([O:14][CH3:15])=[CH:4][C:5]2[CH2:11][NH:10][CH2:9][C:8](=[O:12])[NH:7][C:6]=2[CH:13]=1.Cl[C:17]1[N:22]=[C:21]([NH:23][C@@H:24]2[CH2:29][CH2:28][CH2:27][CH2:26][C@H:25]2[NH:30][S:31]([CH3:34])(=[O:33])=[O:32])[C:20]([Cl:35])=[CH:19][N:18]=1.Cl.O1CCOCC1.CCN(CC)CC. (4) The reactants are: Cl[C:2]1[CH:7]=[C:6]([Cl:8])[N:5]=[C:4]([NH2:9])[N:3]=1.[C:10]([NH2:14])([CH3:13])([CH3:12])[CH3:11].CCN(C(C)C)C(C)C. Given the product [C:10]([NH:14][C:2]1[CH:7]=[C:6]([Cl:8])[N:5]=[C:4]([NH2:9])[N:3]=1)([CH3:13])([CH3:12])[CH3:11], predict the reactants needed to synthesize it. (5) The reactants are: [Cu][C:2]#[N:3].Br[C:5]1[N:6]2[CH:12]=[N:11][C:10]([NH:13][C:14](=[O:26])[CH2:15][C:16]3[CH:25]=[CH:24][C:23]4[C:18](=[CH:19][CH:20]=[CH:21][CH:22]=4)[CH:17]=3)=[C:7]2[S:8][CH:9]=1.CN1CCCC1=O. Given the product [C:2]([C:5]1[N:6]2[CH:12]=[N:11][C:10]([NH:13][C:14](=[O:26])[CH2:15][C:16]3[CH:25]=[CH:24][C:23]4[C:18](=[CH:19][CH:20]=[CH:21][CH:22]=4)[CH:17]=3)=[C:7]2[S:8][CH:9]=1)#[N:3], predict the reactants needed to synthesize it. (6) Given the product [CH2:1]([O:4][C:5]1[C:16]([O:17][CH3:18])=[C:15]([NH:19][C:20](=[O:62])[C:21]2[CH:26]=[CH:25][C:24]([NH:27][S:28]([C:31]3[CH:36]=[CH:35][C:34]([NH:37][C:38](=[O:55])[C@@H:39]([NH:43][C:44](=[O:54])[C:45]4[CH:46]=[CH:47][C:48]([NH2:51])=[CH:49][CH:50]=4)[CH2:40][C:41]#[N:42])=[CH:33][CH:32]=3)(=[O:30])=[O:29])=[C:23]([O:56][CH3:57])[C:22]=2[O:58][CH2:59][CH:60]=[CH2:61])[CH:14]=[CH:13][C:6]=1[C:7]([O:9][CH2:10][CH:11]=[CH2:12])=[O:8])[CH:2]=[CH2:3], predict the reactants needed to synthesize it. The reactants are: [CH2:1]([O:4][C:5]1[C:16]([O:17][CH3:18])=[C:15]([NH:19][C:20](=[O:62])[C:21]2[CH:26]=[CH:25][C:24]([NH:27][S:28]([C:31]3[CH:36]=[CH:35][C:34]([NH:37][C:38](=[O:55])[C@@H:39]([NH:43][C:44](=[O:54])[C:45]4[CH:50]=[CH:49][C:48]([N+:51]([O-])=O)=[CH:47][CH:46]=4)[CH2:40][C:41]#[N:42])=[CH:33][CH:32]=3)(=[O:30])=[O:29])=[C:23]([O:56][CH3:57])[C:22]=2[O:58][CH2:59][CH:60]=[CH2:61])[CH:14]=[CH:13][C:6]=1[C:7]([O:9][CH2:10][CH:11]=[CH2:12])=[O:8])[CH:2]=[CH2:3].Cl[Sn]Cl.O. (7) Given the product [CH3:19][N:18]1[C:14]([C:4]2[C:3](=[O:20])[C:2]([O:1][CH2:29][C:30]3[CH:39]=[CH:38][C:37]4[C:32](=[CH:33][CH:34]=[CH:35][CH:36]=4)[N:31]=3)=[CH:7][N:6]([C:8]3[CH:9]=[CH:10][CH:11]=[CH:12][CH:13]=3)[N:5]=2)=[CH:15][CH:16]=[N:17]1, predict the reactants needed to synthesize it. The reactants are: [OH:1][C:2]1[C:3](=[O:20])[C:4]([C:14]2[N:18]([CH3:19])[N:17]=[CH:16][CH:15]=2)=[N:5][N:6]([C:8]2[CH:13]=[CH:12][CH:11]=[CH:10][CH:9]=2)[CH:7]=1.C(=O)([O-])[O-].[Cs+].[Cs+].Cl.Cl[CH2:29][C:30]1[CH:39]=[CH:38][C:37]2[C:32](=[CH:33][CH:34]=[CH:35][CH:36]=2)[N:31]=1.O. (8) Given the product [ClH:1].[CH:14]1([N:11]2[CH2:12][CH2:13][CH:9]([CH2:8][C:7]3[C:2]([Cl:1])=[CH:3][C:4]([C:22]4[CH:27]=[CH:26][C:25]([C:28]([N:35]5[CH2:36][CH2:37][N:32]([CH3:31])[CH2:33][CH2:34]5)=[O:30])=[CH:24][CH:23]=4)=[CH:5][C:6]=3[Cl:21])[C:10]2=[O:20])[CH2:15][CH2:16][CH2:17][CH2:18][CH2:19]1, predict the reactants needed to synthesize it. The reactants are: [Cl:1][C:2]1[CH:3]=[C:4]([C:22]2[CH:27]=[CH:26][C:25]([C:28]([OH:30])=O)=[CH:24][CH:23]=2)[CH:5]=[C:6]([Cl:21])[C:7]=1[CH2:8][CH:9]1[CH2:13][CH2:12][N:11]([CH:14]2[CH2:19][CH2:18][CH2:17][CH2:16][CH2:15]2)[C:10]1=[O:20].[CH3:31][N:32]1[CH2:37][CH2:36][NH:35][CH2:34][CH2:33]1. (9) The reactants are: [C:1]([C:3](=[C:8]([NH:11][C:12]1[CH:13]=[N:14][CH:15]=[CH:16][C:17]=1[CH3:18])SC)[C:4]([O:6]C)=O)#[N:2].Cl.[CH:20]1([CH2:25][C:26]([NH2:28])=[NH:27])[CH2:24][CH2:23][CH2:22][CH2:21]1.C(=O)([O-])[O-].[K+].[K+]. Given the product [CH:20]1([CH2:25][C:26]2[NH:28][C:4](=[O:6])[C:3]([C:1]#[N:2])=[C:8]([NH:11][C:12]3[CH:13]=[N:14][CH:15]=[CH:16][C:17]=3[CH3:18])[N:27]=2)[CH2:24][CH2:23][CH2:22][CH2:21]1, predict the reactants needed to synthesize it. (10) Given the product [F:12][C:11]([F:14])([F:13])[C:9]([C:5]1[CH:4]=[CH:3][C:2]([CH3:8])=[CH:1][C:6]=1[OH:7])=[O:10], predict the reactants needed to synthesize it. The reactants are: [CH:1]1[C:6]([OH:7])=[CH:5][CH:4]=[CH:3][C:2]=1[CH3:8].[C:9](O[C:9]([C:11]([F:14])([F:13])[F:12])=[O:10])([C:11]([F:14])([F:13])[F:12])=[O:10].[Cl-].[Cl-].[Cl-].[Al+3].